Predict the reaction yield, written as a fraction of the theoretical maximum amount of product (1.0 means a 100% yield; for example, 0.34 means a 34% yield). From a dataset of Reaction yield outcomes from USPTO patents with 853,638 reactions. (1) The reactants are O[C@H:2]([CH:22]([CH3:24])[CH3:23])[C@H:3]([NH:7][C:8]([O:10][CH2:11][CH2:12][CH2:13][CH2:14][CH2:15][C:16]1[CH:21]=[CH:20][CH:19]=[CH:18][CH:17]=1)=[O:9])[C:4]([OH:6])=[O:5].CCN(CC)CC.CN(C(ON1N=NC2C=CC=CC1=2)=[N+](C)C)C.[B-](F)(F)(F)F. The catalyst is C(Cl)Cl. The product is [C:16]1([CH2:15][CH2:14][CH2:13][CH2:12][CH2:11][O:10][C:8](=[O:9])[NH:7][C@H:3]2[C:4](=[O:6])[O:5][C@H:2]2[CH:22]([CH3:24])[CH3:23])[CH:21]=[CH:20][CH:19]=[CH:18][CH:17]=1. The yield is 0.400. (2) The product is [CH3:25][C:26]1([CH3:37])[C:34]2[C:29](=[CH:30][C:31]([CH2:35][NH:9][CH2:10][CH2:11][C:12]3[CH:17]=[CH:16][CH:15]=[CH:14][CH:13]=3)=[CH:32][CH:33]=2)[CH2:28][CH2:27]1. The reactants are C1(C2C=CC(C[NH:9][CH2:10][CH2:11][C:12]3[CH:17]=[CH:16][C:15](F)=[C:14](C(F)(F)F)[CH:13]=3)=CC=2)CC1.[CH3:25][C:26]1([CH3:37])[C:34]2[C:29](=[CH:30][C:31]([CH:35]=O)=[CH:32][CH:33]=2)[CH2:28][CH2:27]1.C(N)CC1C=CC=CC=1.[BH4-].[Na+]. The yield is 0.830. No catalyst specified. (3) The reactants are C[O:2][C:3](=[O:37])[CH:4]([O:34][CH2:35][CH3:36])[CH2:5][C:6]1[CH:11]=[CH:10][C:9]([CH2:12][CH2:13][N:14]([CH2:27][CH2:28][CH2:29][CH2:30][CH2:31][CH2:32][CH3:33])[C:15]([C:17]2([C:20]3[CH:25]=[CH:24][C:23]([CH3:26])=[CH:22][CH:21]=3)[CH2:19][CH2:18]2)=[O:16])=[CH:8][CH:7]=1.[Li+].[OH-]. The catalyst is O1CCCC1. The product is [CH2:35]([O:34][CH:4]([CH2:5][C:6]1[CH:11]=[CH:10][C:9]([CH2:12][CH2:13][N:14]([CH2:27][CH2:28][CH2:29][CH2:30][CH2:31][CH2:32][CH3:33])[C:15]([C:17]2([C:20]3[CH:25]=[CH:24][C:23]([CH3:26])=[CH:22][CH:21]=3)[CH2:19][CH2:18]2)=[O:16])=[CH:8][CH:7]=1)[C:3]([OH:37])=[O:2])[CH3:36]. The yield is 0.660. (4) The reactants are [CH:1]([C:3]1[CH:12]=[CH:11][C:6]([C:7]([O:9][CH3:10])=[O:8])=[CH:5][N:4]=1)=[O:2].[CH3:13][Mg]Br. The catalyst is O1CCCC1. The product is [OH:2][CH:1]([C:3]1[CH:12]=[CH:11][C:6]([C:7]([O:9][CH3:10])=[O:8])=[CH:5][N:4]=1)[CH3:13]. The yield is 0.700. (5) The reactants are C(N(CC)CC)C.[CH2:8]([NH:12][CH2:13][C:14]1[C:23]2[C:18](=[CH:19][CH:20]=[CH:21][CH:22]=2)[C:17]([O:24][CH3:25])=[C:16]([O:26][CH3:27])[CH:15]=1)[CH2:9][CH2:10][CH3:11].[C:28](Cl)([CH3:30])=[O:29]. The catalyst is C(Cl)Cl. The product is [C:28]([N:12]([CH2:13][C:14]1[C:23]2[C:18](=[CH:19][CH:20]=[CH:21][CH:22]=2)[C:17]([O:24][CH3:25])=[C:16]([O:26][CH3:27])[CH:15]=1)[CH2:8][CH2:9][CH2:10][CH3:11])(=[O:29])[CH3:30]. The yield is 1.00. (6) The reactants are [C:1]([O:5][C:6]([N:8]1[C@@H:12]([CH3:13])[CH2:11][CH2:10][C@H:9]1[C:14](O)=[O:15])=[O:7])([CH3:4])([CH3:3])[CH3:2].B.CSC.CO. The catalyst is O1CCCC1. The product is [OH:15][CH2:14][C@@H:9]1[CH2:10][CH2:11][C@H:12]([CH3:13])[N:8]1[C:6]([O:5][C:1]([CH3:2])([CH3:4])[CH3:3])=[O:7]. The yield is 0.930.